Dataset: Reaction yield outcomes from USPTO patents with 853,638 reactions. Task: Predict the reaction yield, written as a fraction of the theoretical maximum amount of product (1.0 means a 100% yield; for example, 0.34 means a 34% yield). (1) The reactants are C1([As](C2C=CC=CC=2)C2C=CC=CC=2)C=CC=CC=1.[CH2:20]([N:26]1[CH2:31][CH:30]2[CH:28]([C:29]2([C:33]2[CH:38]=[CH:37][CH:36]=[C:35](I)[CH:34]=2)[CH3:32])[C:27]1=[O:40])[CH2:21][CH2:22][CH2:23][CH2:24][CH3:25].C([Sn](CCCC)(CCCC)[C:46]1[N:47]=[CH:48][N:49]([C:51]([C:64]2[CH:69]=[CH:68][CH:67]=[CH:66][CH:65]=2)([C:58]2[CH:63]=[CH:62][CH:61]=[CH:60][CH:59]=2)[C:52]2[CH:57]=[CH:56][CH:55]=[CH:54][CH:53]=2)[CH:50]=1)CCC. The catalyst is O1CCCC1.C1C=CC(/C=C/C(/C=C/C2C=CC=CC=2)=O)=CC=1.C1C=CC(/C=C/C(/C=C/C2C=CC=CC=2)=O)=CC=1.C1C=CC(/C=C/C(/C=C/C2C=CC=CC=2)=O)=CC=1.[Pd].[Pd]. The product is [CH2:20]([N:26]1[CH2:31][CH:30]2[CH:28]([C:29]2([CH3:32])[C:33]2[CH:38]=[CH:37][CH:36]=[C:35]([C:50]3[N:49]([C:51]([C:52]4[CH:57]=[CH:56][CH:55]=[CH:54][CH:53]=4)([C:64]4[CH:65]=[CH:66][CH:67]=[CH:68][CH:69]=4)[C:58]4[CH:59]=[CH:60][CH:61]=[CH:62][CH:63]=4)[CH:48]=[N:47][CH:46]=3)[CH:34]=2)[C:27]1=[O:40])[CH2:21][CH2:22][CH2:23][CH2:24][CH3:25]. The yield is 0.250. (2) The reactants are [CH3:1][C:2]1[CH:3]=[C:4](/[CH:41]=[CH:42]/[CH2:43][CH2:44][N:45]2[CH2:50][CH2:49][CH2:48][C:47]3([CH2:55][CH2:54][N:53](C(OC(C)(C)C)=O)[CH2:52][CH2:51]3)[CH2:46]2)[CH:5]=[CH:6][C:7]=1[CH2:8][C:9]1[C:10]([O:17][C@@H:18]2[O:35][C@H:34]([CH2:36][O:37][C:38](=[O:40])[CH3:39])[C@@H:29]([O:30][C:31](=[O:33])[CH3:32])[C@H:24]([O:25][C:26](=[O:28])[CH3:27])[C@H:19]2[O:20][C:21](=[O:23])[CH3:22])=[N:11][NH:12][C:13]=1[CH:14]([CH3:16])[CH3:15].FC(F)(F)C(O)=O.[OH-].[NH4+]. The catalyst is ClCCl. The product is [CH3:1][C:2]1[CH:3]=[C:4](/[CH:41]=[CH:42]/[CH2:43][CH2:44][N:45]2[CH2:50][CH2:49][CH2:48][C:47]3([CH2:51][CH2:52][NH:53][CH2:54][CH2:55]3)[CH2:46]2)[CH:5]=[CH:6][C:7]=1[CH2:8][C:9]1[C:10]([O:17][C@@H:18]2[O:35][C@H:34]([CH2:36][O:37][C:38](=[O:40])[CH3:39])[C@@H:29]([O:30][C:31](=[O:33])[CH3:32])[C@H:24]([O:25][C:26](=[O:28])[CH3:27])[C@H:19]2[O:20][C:21](=[O:23])[CH3:22])=[N:11][NH:12][C:13]=1[CH:14]([CH3:16])[CH3:15]. The yield is 0.930. (3) The yield is 0.860. The product is [Cl:1][C:2]1[CH:23]=[C:22]([C:24]([F:27])([F:25])[F:26])[CH:21]=[CH:20][C:3]=1[CH2:4][N:5]1[C:9]([CH2:10][CH2:11][C:12]([OH:14])=[O:13])=[CH:8][C:7]([CH:17]2[CH2:19][CH2:18]2)=[N:6]1. The catalyst is [C].[Pd].O1CCCC1. The reactants are [Cl:1][C:2]1[CH:23]=[C:22]([C:24]([F:27])([F:26])[F:25])[CH:21]=[CH:20][C:3]=1[CH2:4][N:5]1[C:9](/[CH:10]=[CH:11]/[C:12]([O:14]CC)=[O:13])=[CH:8][C:7]([CH:17]2[CH2:19][CH2:18]2)=[N:6]1. (4) The reactants are [NH2:1][C:2]1[CH:3]=[CH:4][C:5]([CH3:20])=[C:6]([CH:19]=1)/[CH:7]=[CH:8]/[C:9]1[C:13]2[N:14]=[CH:15][N:16]=[C:17]([NH2:18])[C:12]=2[S:11][CH:10]=1.[CH3:21][C:22]1[N:23]=[CH:24][N:25]([C:27]2[CH:28]=[C:29]([CH:33]=[C:34]([C:36]([F:39])([F:38])[F:37])[CH:35]=2)[C:30](O)=[O:31])[CH:26]=1.CN(C(ON1N=NC2C=CC=NC1=2)=[N+](C)C)C.F[P-](F)(F)(F)(F)F. The catalyst is CN(C=O)C.C(OCC)(=O)C. The product is [NH2:18][C:17]1[C:12]2[S:11][CH:10]=[C:9](/[CH:8]=[CH:7]/[C:6]3[CH:19]=[C:2]([NH:1][C:30](=[O:31])[C:29]4[CH:33]=[C:34]([C:36]([F:37])([F:38])[F:39])[CH:35]=[C:27]([N:25]5[CH:26]=[C:22]([CH3:21])[N:23]=[CH:24]5)[CH:28]=4)[CH:3]=[CH:4][C:5]=3[CH3:20])[C:13]=2[N:14]=[CH:15][N:16]=1. The yield is 0.750. (5) The product is [Cl:5][CH2:6][CH2:7][CH2:8][C:9]([C:17]1[C:16]2[C:20](=[CH:21][CH:22]=[C:14]([C:12]#[N:13])[CH:15]=2)[NH:19][CH:18]=1)=[O:10]. The catalyst is C(Cl)Cl.Cl. The reactants are [Cl-].[Al+3].[Cl-].[Cl-].[Cl:5][CH2:6][CH2:7][CH2:8][C:9](Cl)=[O:10].[C:12]([C:14]1[CH:15]=[C:16]2[C:20](=[CH:21][CH:22]=1)[NH:19][CH:18]=[CH:17]2)#[N:13]. The yield is 0.630. (6) The reactants are Cl.Cl.[CH2:3]([O:10][NH:11][C@H:12]1[CH2:17][NH:16][C@H:15]([C:18]([OH:20])=[O:19])[CH2:14][CH2:13]1)[C:4]1[CH:9]=[CH:8][CH:7]=[CH:6][CH:5]=1.[OH-].[Na+].C(=O)([O-])[O-].[K+].[K+].[CH3:29][Si:30]([CH2:33][CH2:34][O:35][C:36](ON1C(=O)CCC1=O)=[O:37])([CH3:32])[CH3:31].C(O)(=O)CC(CC(O)=O)(C(O)=O)O. The catalyst is O.O1CCOCC1. The product is [CH2:3]([O:10][NH:11][C@H:12]1[CH2:17][N:16]([C:36]([O:35][CH2:34][CH2:33][Si:30]([CH3:32])([CH3:31])[CH3:29])=[O:37])[C@H:15]([C:18]([OH:20])=[O:19])[CH2:14][CH2:13]1)[C:4]1[CH:5]=[CH:6][CH:7]=[CH:8][CH:9]=1. The yield is 0.860. (7) The reactants are [Br:1]C1C=CC(NC)=CC=1.[F:10][C:11]([F:16])([F:15])[C:12]([OH:14])=[O:13].[CH3:17][O:18][C:19]1[CH:20]=[C:21]([C@@:27]23[CH2:35][CH2:34][C@@H:33]([NH:36][C:37](=[O:47])[N:38]([C:40]4[CH:45]=[CH:44][C:43](F)=[CH:42][CH:41]=4)[CH3:39])[CH2:32][C@@H:31]2[N:30]([CH3:48])[CH2:29][CH2:28]3)[CH:22]=[CH:23][C:24]=1[O:25][CH3:26]. No catalyst specified. The product is [F:10][C:11]([F:16])([F:15])[C:12]([OH:14])=[O:13].[Br:1][C:43]1[CH:44]=[CH:45][C:40]([N:38]([CH3:39])[C:37]([NH:36][C@H:33]2[CH2:32][C@H:31]3[C@:27]([C:21]4[CH:22]=[CH:23][C:24]([O:25][CH3:26])=[C:19]([O:18][CH3:17])[CH:20]=4)([CH2:28][CH2:29][N:30]3[CH3:48])[CH2:35][CH2:34]2)=[O:47])=[CH:41][CH:42]=1. The yield is 0.560. (8) The reactants are [NH2:1][C:2]1[NH:6][N:5]=[C:4]([CH3:7])[C:3]=1[C:8]1[S:9][C:10]2[CH:16]=[C:15]([S:17](Cl)(=[O:19])=[O:18])[CH:14]=[CH:13][C:11]=2[N:12]=1.[F:21][C:22]([F:26])([F:25])[CH2:23][NH2:24].CN1CCOCC1. The catalyst is CO. The product is [F:21][C:22]([F:26])([F:25])[CH2:23][NH:24][S:17]([C:15]1[CH:14]=[CH:13][C:11]2[N:12]=[C:8]([C:3]3[C:4]([CH3:7])=[N:5][NH:6][C:2]=3[NH2:1])[S:9][C:10]=2[CH:16]=1)(=[O:19])=[O:18]. The yield is 0.0900. (9) The reactants are N[C:2]1[CH:6]=[C:5]([CH:7]2[CH2:12][CH2:11][N:10]([C:13]([O:15][C:16]([CH3:19])([CH3:18])[CH3:17])=[O:14])[CH2:9][CH2:8]2)[NH:4][N:3]=1.O.C1(C)C=CC(S(O)(=O)=O)=CC=1.N([O-])=O.[Na+].[I-:36].[Na+]. The catalyst is C(#N)C.O.O. The product is [I:36][C:2]1[CH:6]=[C:5]([CH:7]2[CH2:12][CH2:11][N:10]([C:13]([O:15][C:16]([CH3:19])([CH3:18])[CH3:17])=[O:14])[CH2:9][CH2:8]2)[NH:4][N:3]=1. The yield is 0.227.